Dataset: CYP3A4 inhibition data for predicting drug metabolism from PubChem BioAssay. Task: Regression/Classification. Given a drug SMILES string, predict its absorption, distribution, metabolism, or excretion properties. Task type varies by dataset: regression for continuous measurements (e.g., permeability, clearance, half-life) or binary classification for categorical outcomes (e.g., BBB penetration, CYP inhibition). Dataset: cyp3a4_veith. (1) The drug is C=CCOC(=O)C1=C(C)NC(SCC(=O)Nc2nccs2)=C(C#N)C1c1ccc(Cl)cc1. The result is 1 (inhibitor). (2) The molecule is CN(C)Cc1ccccc1-c1cc(NCc2ccccc2)ncn1. The result is 0 (non-inhibitor). (3) The molecule is CN(Cc1ccco1)c1ncncc1-c1ccc2c(c1)OCO2. The result is 1 (inhibitor).